The task is: Predict the product of the given reaction.. This data is from Forward reaction prediction with 1.9M reactions from USPTO patents (1976-2016). (1) Given the reactants [N:1]1([CH2:6][C:7]2[CH:12]=[CH:11][C:10]([CH2:13][CH2:14][NH2:15])=[CH:9][CH:8]=2)[CH2:5][CH2:4][CH2:3][CH2:2]1.[F:16][C:17]1[CH:22]=[CH:21][C:20]([C:23]2[CH:28]=[CH:27][C:26]([C:29](O)=[O:30])=[CH:25][CH:24]=2)=[CH:19][CH:18]=1, predict the reaction product. The product is: [N:1]1([CH2:6][C:7]2[CH:12]=[CH:11][C:10]([CH2:13][CH2:14][NH:15][C:29]([C:26]3[CH:25]=[CH:24][C:23]([C:20]4[CH:21]=[CH:22][C:17]([F:16])=[CH:18][CH:19]=4)=[CH:28][CH:27]=3)=[O:30])=[CH:9][CH:8]=2)[CH2:5][CH2:4][CH2:3][CH2:2]1. (2) Given the reactants [CH2:1]1[CH2:10][N:9]2[CH:11]=[CH:12][C:7]3=[C:8]2[C:3](=[CH:4][CH:5]=[CH:6]3)[CH2:2]1.[C:13](Cl)(=[O:17])[C:14](Cl)=[O:15].[CH3:19][OH:20], predict the reaction product. The product is: [C:12]1([C:13](=[O:17])[C:14]([O:20][CH3:19])=[O:15])[C:7]2=[C:8]3[C:3](=[CH:4][CH:5]=[CH:6]2)[CH2:2][CH2:1][CH2:10][N:9]3[CH:11]=1. (3) The product is: [N:1]1[C:8]([NH2:9])=[N:7][C:5]([NH2:6])=[N:4][C:2]=1[NH2:3].[CH2:10]=[O:11]. Given the reactants [N:1]1[C:8]([NH2:9])=[N:7][C:5]([NH2:6])=[N:4][C:2]=1[NH2:3].[CH2:10]=[O:11], predict the reaction product.